Task: Predict which catalyst facilitates the given reaction.. Dataset: Catalyst prediction with 721,799 reactions and 888 catalyst types from USPTO (1) Reactant: [F:1][C:2]([F:20])([F:19])[C:3]1[CH:8]=[CH:7][CH:6]=[CH:5][C:4]=1[C:9]1[CH:10]=[C:11]([CH:16]=[CH:17][N:18]=1)[C:12](OC)=[O:13].[H-].[Al+3].[Li+].[H-].[H-].[H-].C(C(C(C([O-])=O)O)O)([O-])=O.[K+].[Na+]. Product: [F:19][C:2]([F:1])([F:20])[C:3]1[CH:8]=[CH:7][CH:6]=[CH:5][C:4]=1[C:9]1[CH:10]=[C:11]([CH2:12][OH:13])[CH:16]=[CH:17][N:18]=1. The catalyst class is: 1. (2) Reactant: [I:1][C:2]1[CH:7]=[CH:6][C:5]([O:8][CH3:9])=[CH:4][C:3]=1[S:10][C:11]1[NH:12][C:13]2[C:18]([N:19]=1)=[C:17]([NH2:20])[N:16]=[CH:15][N:14]=2.Br[CH2:22][CH2:23][Cl:24].C([O-])([O-])=O.[K+].[K+]. Product: [Cl:24][CH2:23][CH2:22][N:12]1[C:11]([S:10][C:3]2[CH:4]=[C:5]([O:8][CH3:9])[CH:6]=[CH:7][C:2]=2[I:1])=[N:19][C:18]2[C:13]1=[N:14][CH:15]=[N:16][C:17]=2[NH2:20]. The catalyst class is: 3. (3) Reactant: [CH2:1]([O:3][C:4](=[O:27])[C:5]1[C:10]([C:11]#[C:12][CH2:13]OC)=[CH:9][C:8]([C:16]2[C:21]([CH2:22][CH3:23])=[CH:20][CH:19]=[CH:18][C:17]=2[CH2:24][CH3:25])=[N:7][C:6]=1[CH3:26])[CH3:2]. Product: [CH2:1]([O:3][C:4](=[O:27])[C:5]1[C:10]([CH2:11][CH2:12][CH3:13])=[CH:9][C:8]([C:16]2[C:21]([CH2:22][CH3:23])=[CH:20][CH:19]=[CH:18][C:17]=2[CH2:24][CH3:25])=[N:7][C:6]=1[CH3:26])[CH3:2]. The catalyst class is: 19. (4) Reactant: [CH3:1][O:2][C:3]1[CH:8]=[CH:7][CH:6]=[CH:5][C:4]=1[CH:9]=[CH:10][N+:11]([O-])=O.[H-].[H-].[H-].[H-].[Li+].[Al+3]. Product: [CH3:1][O:2][C:3]1[CH:8]=[CH:7][CH:6]=[CH:5][C:4]=1[CH2:9][CH2:10][NH2:11]. The catalyst class is: 1. (5) Reactant: [CH3:1][O:2][C:3]1[CH:8]=[N:7][C:6]([N:9]2[CH:13]=[N:12][C:11]([CH3:14])=[N:10]2)=[C:5]2[NH:15][CH:16]=[C:17]([C:18](=[O:22])[C:19]([OH:21])=O)[C:4]=12.[Br:23][C:24]1[CH:33]=[CH:32][CH:31]=[C:30]2[C:25]=1[CH2:26][CH2:27][NH:28][CH2:29]2.[B-](F)(F)(F)F.CN(C(ON1N=NC2C1=CC=CC=2)=[N+](C)C)C.CCN(C(C)C)C(C)C. Product: [Br:23][C:24]1[CH:33]=[CH:32][CH:31]=[C:30]2[C:25]=1[CH2:26][CH2:27][N:28]([C:19](=[O:21])[C:18]([C:17]1[C:4]3[C:5](=[C:6]([N:9]4[CH:13]=[N:12][C:11]([CH3:14])=[N:10]4)[N:7]=[CH:8][C:3]=3[O:2][CH3:1])[NH:15][CH:16]=1)=[O:22])[CH2:29]2. The catalyst class is: 3. (6) Reactant: [Cl:1][C:2]1[CH:7]=[CH:6][C:5]([S:8](Cl)(=[O:10])=[O:9])=[CH:4][CH:3]=1.N1C=CC=CC=1.[NH2:18][CH:19]([CH2:22][CH3:23])[CH2:20][CH3:21].O. Product: [Cl:1][C:2]1[CH:7]=[CH:6][C:5]([S:8]([NH:18][CH:19]([CH2:22][CH3:23])[CH2:20][CH3:21])(=[O:10])=[O:9])=[CH:4][CH:3]=1. The catalyst class is: 2. (7) Reactant: [OH:1][C:2]1[CH:11]=[C:10]([O:12][CH3:13])[CH:9]=[CH:8][C:3]=1[C:4]([O:6][CH3:7])=[O:5].Cl[CH:15](Cl)[O:16]C. Product: [OH:1][C:2]1[C:11]([CH:15]=[O:16])=[C:10]([O:12][CH3:13])[CH:9]=[CH:8][C:3]=1[C:4]([O:6][CH3:7])=[O:5]. The catalyst class is: 642. (8) Reactant: [Cl:1][C:2]1[CH:9]=[C:8]([OH:10])[CH:7]=[C:6]([F:11])[C:3]=1[CH:4]=[O:5].[C:12]([O-])([O-])=O.[K+].[K+].IC. Product: [Cl:1][C:2]1[CH:9]=[C:8]([O:10][CH3:12])[CH:7]=[C:6]([F:11])[C:3]=1[CH:4]=[O:5]. The catalyst class is: 3. (9) Reactant: [CH3:1][C:2]1[CH:7]=[CH:6][C:5]([S:8]([O:11][CH2:12][CH:13]2[CH2:17][C:16]3[C:18](Br)=[CH:19][CH:20]=[CH:21][C:15]=3[O:14]2)(=[O:10])=[O:9])=[CH:4][CH:3]=1.[F:23][C:24]([F:35])([F:34])[C:25]1[CH:30]=[CH:29][CH:28]=[CH:27][C:26]=1B(O)O.C(=O)([O-])[O-].[K+].[K+]. Product: [CH3:1][C:2]1[CH:7]=[CH:6][C:5]([S:8]([O:11][CH2:12][CH:13]2[CH2:17][C:16]3[C:18]([C:26]4[CH:27]=[CH:28][CH:29]=[CH:30][C:25]=4[C:24]([F:35])([F:34])[F:23])=[CH:19][CH:20]=[CH:21][C:15]=3[O:14]2)(=[O:10])=[O:9])=[CH:4][CH:3]=1. The catalyst class is: 608.